This data is from Reaction yield outcomes from USPTO patents with 853,638 reactions. The task is: Predict the reaction yield, written as a fraction of the theoretical maximum amount of product (1.0 means a 100% yield; for example, 0.34 means a 34% yield). The reactants are [CH3:1][C:2]1[N:3]=[C:4]2[C:9]([NH:10][CH2:11][C:12]3[C:20]([CH3:21])=[CH:19][CH:18]=[CH:17][C:13]=3[C:14](O)=[O:15])=[CH:8][CH:7]=[CH:6][N:5]2[C:22]=1[CH3:23].COCCO[AlH2-]OCCOC.[Na+].O.C(Cl)[Cl:38]. The catalyst is C1(C)C=CC=CC=1. The product is [ClH:38].[OH:15][CH2:14][C:13]1[CH:17]=[CH:18][CH:19]=[C:20]([CH3:21])[C:12]=1[CH2:11][NH:10][C:9]1[C:4]2[N:5]([C:22]([CH3:23])=[C:2]([CH3:1])[N:3]=2)[CH:6]=[CH:7][CH:8]=1. The yield is 0.120.